Predict the reactants needed to synthesize the given product. From a dataset of Full USPTO retrosynthesis dataset with 1.9M reactions from patents (1976-2016). (1) Given the product [F:1][C:2]([F:29])([F:28])[C:3]1[C:12]([O:13][C@H:14]2[CH2:15][CH2:16][C@@H:17]([C:20]([F:23])([F:21])[F:22])[CH2:18][CH2:19]2)=[CH:11][CH:10]=[C:9]2[C:4]=1[CH:5]=[CH:6][C:7]([CH2:24][C:25]([N:44]1[CH:43]3[CH2:42][CH2:41][CH2:40][CH:39]1[CH2:2][CH:3]([C:12]([O:13][CH3:14])=[O:54])[CH2:4]3)=[O:27])=[CH:8]2, predict the reactants needed to synthesize it. The reactants are: [F:1][C:2]([F:29])([F:28])[C:3]1[C:12]([O:13][C@H:14]2[CH2:19][CH2:18][C@@H:17]([C:20]([F:23])([F:22])[F:21])[CH2:16][CH2:15]2)=[CH:11][CH:10]=[C:9]2[C:4]=1[CH:5]=[CH:6][C:7]([CH2:24][C:25]([OH:27])=O)=[CH:8]2.CN(C(ON1N=N[C:40]2[CH:41]=[CH:42][CH:43]=[N:44][C:39]1=2)=[N+](C)C)C.F[P-](F)(F)(F)(F)F.[OH2:54]. (2) Given the product [C:19]([O:22][CH:15]1[CH2:10][C@H:9]([C:3]2[CH:4]=[C:5]([F:8])[CH:6]=[CH:7][C:2]=2[Br:1])[NH:13][CH2:14]1)(=[O:20])[CH3:31], predict the reactants needed to synthesize it. The reactants are: [Br:1][C:2]1[CH:7]=[CH:6][C:5]([F:8])=[CH:4][C:3]=1[C@H:9]([NH:13][C:14](=O)[CH3:15])[CH2:10]C=C.II.[C:19]([O-:22])(O)=[O:20].[Na+].[O-]S([O-])(=S)=O.[Na+].[Na+].[CH2:31]1COCC1.